Dataset: Catalyst prediction with 721,799 reactions and 888 catalyst types from USPTO. Task: Predict which catalyst facilitates the given reaction. (1) Reactant: [C:1]1([CH:7]([C:14]2[CH:19]=[CH:18][N:17]=[N:16][CH:15]=2)[CH2:8][C:9]([O:11]CC)=[O:10])[CH:6]=[CH:5][CH:4]=[CH:3][CH:2]=1.[OH-].[Na+]. Product: [C:1]1([CH:7]([C:14]2[CH:19]=[CH:18][N:17]=[N:16][CH:15]=2)[CH2:8][C:9]([OH:11])=[O:10])[CH:6]=[CH:5][CH:4]=[CH:3][CH:2]=1. The catalyst class is: 5. (2) Reactant: [C:1]([O:5][C:6](=[O:14])[CH2:7][N:8]1[CH:12]=[C:11]([NH2:13])[CH:10]=[N:9]1)([CH3:4])([CH3:3])[CH3:2].C([O-])([O-])=O.[Cs+].[Cs+].[F:21][C:22]([F:44])([F:43])[CH2:23][CH2:24][C:25]([N:27]1[CH2:32][CH:31]=[C:30]([C:33]2[C:34]3[N:35]([N:39]=[C:40](I)[N:41]=3)[CH:36]=[CH:37][CH:38]=2)[CH2:29][CH2:28]1)=[O:26].C(Cl)(Cl)Cl.CC1(C)C2C(=C(P(C3C=CC=CC=3)C3C=CC=CC=3)C=CC=2)OC2C(P(C3C=CC=CC=3)C3C=CC=CC=3)=CC=CC1=2. Product: [F:43][C:22]([F:21])([F:44])[CH2:23][CH2:24][C:25]([N:27]1[CH2:28][CH:29]=[C:30]([C:33]2[C:34]3[N:35]([N:39]=[C:40]([NH:13][C:11]4[CH:10]=[N:9][N:8]([CH2:7][C:6]([O:5][C:1]([CH3:4])([CH3:2])[CH3:3])=[O:14])[CH:12]=4)[N:41]=3)[CH:36]=[CH:37][CH:38]=2)[CH2:31][CH2:32]1)=[O:26]. The catalyst class is: 62.